Dataset: Full USPTO retrosynthesis dataset with 1.9M reactions from patents (1976-2016). Task: Predict the reactants needed to synthesize the given product. Given the product [Cl:3][C:13]1[CH:12]=[CH:11][N:10]=[C:9]([CH:6]2[CH2:8][CH2:7]2)[N:14]=1, predict the reactants needed to synthesize it. The reactants are: O=P(Cl)(Cl)[Cl:3].[CH:6]1([C:9]2[N:14]=[C:13](O)[CH:12]=[CH:11][N:10]=2)[CH2:8][CH2:7]1.